From a dataset of Full USPTO retrosynthesis dataset with 1.9M reactions from patents (1976-2016). Predict the reactants needed to synthesize the given product. (1) Given the product [O:81]1[C:80]2[CH:85]=[CH:86][C:77]([CH:75]([OH:76])[CH2:74][S:13][C@H:10]3[C:11](=[O:12])[N:8]([C:5]4[CH:4]=[CH:3][C:2]([F:1])=[CH:7][CH:6]=4)[C@@H:9]3[C:24]3[CH:25]=[CH:26][C:27]([O:28][CH2:29][C:30]([NH:32][CH2:33][C:34]([NH:36][C@@H:37]([C:42]([OH:44])=[O:43])[C:38]([CH3:39])([CH3:41])[CH3:40])=[O:35])=[O:31])=[CH:45][CH:46]=3)=[CH:78][C:79]=2[O:84][CH2:83][CH2:82]1, predict the reactants needed to synthesize it. The reactants are: [F:1][C:2]1[CH:7]=[CH:6][C:5]([N:8]2[C:11](=[O:12])[C@H:10]([S:13]SC3C([N+]([O-])=O)=CC=CN=3)[C@H:9]2[C:24]2[CH:46]=[CH:45][C:27]([O:28][CH2:29][C:30]([NH:32][CH2:33][C:34]([NH:36][C@@H:37]([C:42]([OH:44])=[O:43])[C:38]([CH3:41])([CH3:40])[CH3:39])=[O:35])=[O:31])=[CH:26][CH:25]=2)=[CH:4][CH:3]=1.C1(P(C2C=CC=CC=2)C2C=CC=CC=2)C=CC=CC=1.C(N(CC)CC)C.Br[CH2:74][C:75]([C:77]1[CH:86]=[CH:85][C:80]2[O:81][CH2:82][CH2:83][O:84][C:79]=2[CH:78]=1)=[O:76].[BH4-].[Na+]. (2) Given the product [F:40][C:37]1[CH:38]=[CH:39][C:34]([C@@:26]([NH:45][C:46]([NH:48][CH2:49][C:50]([F:51])([F:52])[F:53])=[O:47])([C:21]2[CH:20]=[C:19]([OH:18])[CH:24]=[C:23]([F:25])[CH:22]=2)[CH2:27][C:28]2[CH:29]=[CH:30][CH:31]=[CH:32][CH:33]=2)=[CH:35][C:36]=1[C:41]([F:44])([F:42])[F:43], predict the reactants needed to synthesize it. The reactants are: [Si]([O:18][C:19]1[CH:20]=[C:21]([C@:26]([NH:45][C:46]([NH:48][CH2:49][C:50]([F:53])([F:52])[F:51])=[O:47])([C:34]2[CH:39]=[CH:38][C:37]([F:40])=[C:36]([C:41]([F:44])([F:43])[F:42])[CH:35]=2)[CH2:27][C:28]2[CH:33]=[CH:32][CH:31]=[CH:30][CH:29]=2)[CH:22]=[C:23]([F:25])[CH:24]=1)(C(C)(C)C)(C1C=CC=CC=1)C1C=CC=CC=1.CCCC[N+](CCCC)(CCCC)CCCC.[F-]. (3) Given the product [CH2:1]([O:8][C:9]1[CH:14]=[CH:13][C:12]([CH:15]=[O:16])=[C:11]([Cl:17])[CH:10]=1)[C:2]1[CH:3]=[CH:4][CH:5]=[CH:6][CH:7]=1, predict the reactants needed to synthesize it. The reactants are: [CH2:1]([O:8][C:9]1[CH:14]=[CH:13][C:12]([CH2:15][OH:16])=[C:11]([Cl:17])[CH:10]=1)[C:2]1[CH:7]=[CH:6][CH:5]=[CH:4][CH:3]=1. (4) Given the product [Cl:1][C:2]1[C:3]([NH:36][C:33]2[CH:32]=[CH:31][C:30]([N:29]([CH2:37][CH3:38])[CH2:27][CH3:28])=[CH:35][CH:34]=2)=[C:4]2[NH:10][C:9]([C:11]3[CH:12]=[CH:13][C:14]([O:17][CH2:18][CH2:19][N:20]4[CH2:21][CH2:22][O:23][CH2:24][CH2:25]4)=[CH:15][CH:16]=3)=[N:8][C:5]2=[N:6][CH:7]=1, predict the reactants needed to synthesize it. The reactants are: [Cl:1][C:2]1[C:3](Cl)=[C:4]2[N:10]=[C:9]([C:11]3[CH:16]=[CH:15][C:14]([O:17][CH2:18][CH2:19][N:20]4[CH2:25][CH2:24][O:23][CH2:22][CH2:21]4)=[CH:13][CH:12]=3)[NH:8][C:5]2=[N:6][CH:7]=1.[CH2:27]([N:29]([CH2:37][CH3:38])[C:30]1[CH:35]=[CH:34][C:33]([NH2:36])=[CH:32][CH:31]=1)[CH3:28]. (5) The reactants are: [NH2:1]/[C:2](/[CH3:6])=[CH:3]\[C:4]#[N:5].[CH2:7]([NH:10]N)[CH:8]=[CH2:9]. Given the product [NH2:5][C:4]1[N:10]([CH2:7][CH:8]=[CH2:9])[N:1]=[C:2]([CH3:6])[CH:3]=1, predict the reactants needed to synthesize it. (6) Given the product [Cl:10][C:11]1[CH:39]=[CH:38][C:14]([CH2:15][NH:16][C:17]([C:19]2[C:20](=[O:37])[C:21]3[S:34][C:33]([CH2:35][N:47]([CH2:46][CH:45]([C:41]4[O:40][CH:44]=[CH:43][CH:42]=4)[OH:49])[CH3:48])=[CH:32][C:22]=3[N:23]([CH2:25][C:26]([N:28]([O:30][CH3:31])[CH3:29])=[O:27])[CH:24]=2)=[O:18])=[CH:13][CH:12]=1, predict the reactants needed to synthesize it. The reactants are: C(N(C(C)C)CC)(C)C.[Cl:10][C:11]1[CH:39]=[CH:38][C:14]([CH2:15][NH:16][C:17]([C:19]2[C:20](=[O:37])[C:21]3[S:34][C:33]([CH2:35]Cl)=[CH:32][C:22]=3[N:23]([CH2:25][C:26]([N:28]([O:30][CH3:31])[CH3:29])=[O:27])[CH:24]=2)=[O:18])=[CH:13][CH:12]=1.[O:40]1[CH:44]=[CH:43][CH:42]=[C:41]1[CH:45]([OH:49])[CH2:46][NH:47][CH3:48].O. (7) Given the product [C:1]1([CH2:7][C:8]([O:24][CH2:20][CH2:21][CH2:22][CH3:23])=[O:12])[CH:6]=[CH:5][CH:4]=[CH:3][CH:2]=1, predict the reactants needed to synthesize it. The reactants are: [C:1]1([CH3:7])[CH:6]=[CH:5][CH:4]=[CH:3][CH:2]=1.[C:8]([O:12]OC(C)(C)C)(C)(C)C.[C]=O.[CH2:20]([OH:24])[CH2:21][CH2:22][CH3:23].